Task: Predict which catalyst facilitates the given reaction.. Dataset: Catalyst prediction with 721,799 reactions and 888 catalyst types from USPTO (1) Reactant: Cl[C:2]1[CH:7]=[N:6][C:5]([C:8]2[CH:13]=[CH:12][CH:11]=[CH:10][CH:9]=2)=[C:4]([C:14]2[CH:19]=[CH:18][CH:17]=[CH:16][CH:15]=2)[N:3]=1.[CH2:20]([NH2:23])[CH:21]=[CH2:22]. Product: [CH2:20]([NH:23][C:2]1[CH:7]=[N:6][C:5]([C:8]2[CH:13]=[CH:12][CH:11]=[CH:10][CH:9]=2)=[C:4]([C:14]2[CH:19]=[CH:18][CH:17]=[CH:16][CH:15]=2)[N:3]=1)[CH:21]=[CH2:22]. The catalyst class is: 5. (2) Reactant: [C:1]([O:5][C:6]([N:8]1[CH2:13][CH2:12][C:11](=[CH:14]Br)[CH2:10][CH2:9]1)=[O:7])([CH3:4])([CH3:3])[CH3:2].[S:16]1[C:20]2[CH:21]=[C:22]([Sn](CCCC)(CCCC)CCCC)[CH:23]=[CH:24][C:19]=2[N:18]=[CH:17]1. Product: [C:1]([O:5][C:6]([N:8]1[CH2:13][CH2:12][C:11](=[CH:14][C:22]2[CH:23]=[CH:24][C:19]3[N:18]=[CH:17][S:16][C:20]=3[CH:21]=2)[CH2:10][CH2:9]1)=[O:7])([CH3:4])([CH3:3])[CH3:2]. The catalyst class is: 555.